This data is from Catalyst prediction with 721,799 reactions and 888 catalyst types from USPTO. The task is: Predict which catalyst facilitates the given reaction. (1) Reactant: C([O:3][C:4](=[O:39])[CH2:5][C:6]1[CH:7]=[C:8]([C:14]2[CH:19]=[CH:18][C:17]([C:20]([F:23])([F:22])[F:21])=[CH:16][C:15]=2[CH2:24][N:25]([CH2:37][CH3:38])[C:26]([NH:28][CH2:29][C:30]2[CH:35]=[CH:34][C:33]([OH:36])=[CH:32][CH:31]=2)=[O:27])[C:9]([O:12][CH3:13])=[CH:10][CH:11]=1)C.[OH-].[Na+].C(Cl)Cl.Cl. Product: [CH2:37]([N:25]([CH2:24][C:15]1[CH:16]=[C:17]([C:20]([F:23])([F:22])[F:21])[CH:18]=[CH:19][C:14]=1[C:8]1[C:9]([O:12][CH3:13])=[CH:10][CH:11]=[C:6]([CH2:5][C:4]([OH:39])=[O:3])[CH:7]=1)[C:26]([NH:28][CH2:29][C:30]1[CH:35]=[CH:34][C:33]([OH:36])=[CH:32][CH:31]=1)=[O:27])[CH3:38]. The catalyst class is: 242. (2) Reactant: [C:1]1(=[O:11])[CH:10]2[N:5]([CH2:6][CH2:7][CH2:8][CH2:9]2)[CH2:4][CH2:3][CH2:2]1.[BH4-].[Na+].C(Cl)Cl.CO. Product: [CH:1]1([OH:11])[CH:10]2[N:5]([CH2:6][CH2:7][CH2:8][CH2:9]2)[CH2:4][CH2:3][CH2:2]1. The catalyst class is: 5. (3) Reactant: [Cl:1][C:2]1[CH:3]=[C:4]([CH:19]=[CH:20][C:21]=1[C:22]([OH:24])=O)[C:5]([NH:7][CH2:8][C:9]1[NH:13][C:12]2[CH:14]=[CH:15][C:16]([Cl:18])=[CH:17][C:11]=2[N:10]=1)=[O:6].[C:25]([N:28]1[CH2:33][CH2:32][NH:31][CH2:30][CH2:29]1)(=[O:27])[CH3:26].CN(C(ON1N=NC2C=CC=CC1=2)=[N+](C)C)C.[B-](F)(F)(F)F.C(N(CC)CC)C. Product: [C:25]([N:28]1[CH2:33][CH2:32][N:31]([C:22]([C:21]2[CH:20]=[CH:19][C:4]([C:5]([NH:7][CH2:8][C:9]3[NH:13][C:12]4[CH:14]=[CH:15][C:16]([Cl:18])=[CH:17][C:11]=4[N:10]=3)=[O:6])=[CH:3][C:2]=2[Cl:1])=[O:24])[CH2:30][CH2:29]1)(=[O:27])[CH3:26]. The catalyst class is: 16. (4) Reactant: [Na].[CH2:2]([N:9]1[CH2:14][CH2:13][N:12]([CH2:15][CH2:16][CH2:17][NH:18][S:19]([CH2:22][CH2:23][CH2:24]Cl)(=[O:21])=[O:20])[CH2:11][CH2:10]1)[C:3]1[CH:8]=[CH:7][CH:6]=[CH:5][CH:4]=1. Product: [CH2:2]([N:9]1[CH2:14][CH2:13][N:12]([CH2:15][CH2:16][CH2:17][N:18]2[CH2:24][CH2:23][CH2:22][S:19]2(=[O:21])=[O:20])[CH2:11][CH2:10]1)[C:3]1[CH:8]=[CH:7][CH:6]=[CH:5][CH:4]=1. The catalyst class is: 8. (5) Reactant: [Cl:1][C:2]1[CH:3]=[C:4]([NH:9][C:10]2[C:28]3[C:14](=[CH:15][C:16]4[O:17][CH2:18][CH2:19][CH2:20]S[CH2:22][CH2:23][CH2:24][O:25][C:26]=4[CH:27]=3)[N:13]=[CH:12][N:11]=2)[CH:5]=[CH:6][C:7]=1[F:8].O[O:30][S:31]([O-:33])=O.[K+].O. Product: [Cl:1][C:2]1[CH:3]=[C:4]([NH:9][C:10]2[C:28]3[C:14](=[CH:15][C:16]4[O:17][CH2:18][CH2:19][CH2:20][S:31](=[O:33])(=[O:30])[CH2:22][CH2:23][CH2:24][O:25][C:26]=4[CH:27]=3)[N:13]=[CH:12][N:11]=2)[CH:5]=[CH:6][C:7]=1[F:8]. The catalyst class is: 5. (6) Reactant: [CH2:1]([O:3][CH:4]([O:17][CH2:18][CH3:19])[CH2:5][CH:6]([C:9]1[CH:14]=[CH:13][C:12]([O:15][CH3:16])=[CH:11][CH:10]=1)C#N)C.[OH-:20].[K+].Cl. Product: [CH2:18]([O:17][CH:4]1[O:3][C:1](=[O:20])[CH:6]([C:9]2[CH:10]=[CH:11][C:12]([O:15][CH3:16])=[CH:13][CH:14]=2)[CH2:5]1)[CH3:19]. The catalyst class is: 88. (7) Reactant: [CH3:1][O:2][C:3]1[CH:4]=[C:5]2[C:10](=[CH:11][C:12]=1[O:13][CH3:14])[N:9]=[CH:8][CH:7]=[C:6]2[O:15][C:16]1[CH:21]=[CH:20][C:19]([N+:22]([O-])=O)=[CH:18][N:17]=1.[Cl-].[NH4+]. Product: [CH3:1][O:2][C:3]1[CH:4]=[C:5]2[C:10](=[CH:11][C:12]=1[O:13][CH3:14])[N:9]=[CH:8][CH:7]=[C:6]2[O:15][C:16]1[N:17]=[CH:18][C:19]([NH2:22])=[CH:20][CH:21]=1. The catalyst class is: 406. (8) Reactant: [C:1]1([C:11]([N:13]2[C:17](=[O:18])[C:16]([C:25]3[CH:30]=[CH:29][CH:28]=[CH:27][CH:26]=3)([C:19]3[CH:24]=[CH:23][CH:22]=[CH:21][CH:20]=3)[NH:15][C:14]2=[O:31])=[O:12])[C:10]2[C:5](=[CH:6][CH:7]=[CH:8][CH:9]=2)[CH:4]=[CH:3][CH:2]=1.[H-].[Na+].C[CH:35](I)[CH:36]([CH3:38])[CH3:37].C(OCC)(=O)C. Product: [CH2:35]([N:15]1[C:16]([C:19]2[CH:24]=[CH:23][CH:22]=[CH:21][CH:20]=2)([C:25]2[CH:30]=[CH:29][CH:28]=[CH:27][CH:26]=2)[C:17](=[O:18])[N:13]([C:11]([C:1]2[C:10]3[C:5](=[CH:6][CH:7]=[CH:8][CH:9]=3)[CH:4]=[CH:3][CH:2]=2)=[O:12])[C:14]1=[O:31])[CH:36]([CH3:38])[CH3:37]. The catalyst class is: 3.